From a dataset of Full USPTO retrosynthesis dataset with 1.9M reactions from patents (1976-2016). Predict the reactants needed to synthesize the given product. (1) Given the product [NH:40]1[CH2:41][CH:38]([N:32]2[CH2:33][C@H:34]([CH:35]([CH3:37])[CH3:36])[N:30]([C:27]3[CH:28]=[CH:29][N:24]4[N:23]=[CH:22][C:21]([C:4]5[CH:5]=[CH:6][C:7]([C:8]6[N:9]=[CH:10][NH:11][N:12]=6)=[C:2]([F:1])[CH:3]=5)=[C:25]4[N:26]=3)[C:31]2=[O:49])[CH2:39]1, predict the reactants needed to synthesize it. The reactants are: [F:1][C:2]1[CH:3]=[C:4]([C:21]2[CH:22]=[N:23][N:24]3[CH:29]=[CH:28][C:27]([N:30]4[C@@H:34]([CH:35]([CH3:37])[CH3:36])[CH2:33][N:32]([CH:38]5[CH2:41][N:40](C(OC(C)(C)C)=O)[CH2:39]5)[C:31]4=[O:49])=[N:26][C:25]=23)[CH:5]=[CH:6][C:7]=1[C:8]1[N:12](COCC[Si](C)(C)C)[N:11]=[CH:10][N:9]=1.C([O-])(O)=O.[Na+]. (2) The reactants are: [CH3:1][N:2]1[CH2:27][CH2:26][C:5]2[N:6]([CH2:14][C:15]([C:18]3[CH:23]=[CH:22][C:21]([O:24]C)=[CH:20][CH:19]=3)([OH:17])[CH3:16])[C:7]3[CH:8]=[CH:9][C:10]([CH3:13])=[CH:11][C:12]=3[C:4]=2[CH2:3]1.C([O-])(O)=O.[Na+]. Given the product [CH3:1][N:2]1[CH2:27][CH2:26][C:5]2[N:6]([CH2:14][C:15]([C:18]3[CH:19]=[CH:20][C:21]([OH:24])=[CH:22][CH:23]=3)([OH:17])[CH3:16])[C:7]3[CH:8]=[CH:9][C:10]([CH3:13])=[CH:11][C:12]=3[C:4]=2[CH2:3]1, predict the reactants needed to synthesize it.